Dataset: Full USPTO retrosynthesis dataset with 1.9M reactions from patents (1976-2016). Task: Predict the reactants needed to synthesize the given product. (1) Given the product [CH2:1]([O:3][C:4]([C:5]1[CH:10]=[CH:9][C:8]([C:18]#[C:17][Si:14]([CH3:16])([CH3:15])[CH3:13])=[N:7][CH:6]=1)=[O:12])[CH3:2], predict the reactants needed to synthesize it. The reactants are: [CH2:1]([O:3][C:4](=[O:12])[C:5]1[CH:10]=[CH:9][C:8](Cl)=[N:7][CH:6]=1)[CH3:2].[CH3:13][Si:14]([C:17]#[CH:18])([CH3:16])[CH3:15].C(N(CC)CC)C.C(=O)([O-])O.[Na+]. (2) Given the product [O:31]=[C:3]1[CH2:2][O:1][CH2:27][CH2:26][N:4]1[CH:5]1[CH2:10][CH2:9][N:8]([C:11]([O:13][CH2:14][C:15]2[CH:16]=[CH:17][CH:18]=[CH:19][CH:20]=2)=[O:12])[CH2:7][CH2:6]1, predict the reactants needed to synthesize it. The reactants are: [OH:1][CH2:2][CH2:3][NH:4][CH:5]1[CH2:10][CH2:9][N:8]([C:11]([O:13][CH2:14][C:15]2[CH:20]=[CH:19][CH:18]=[CH:17][CH:16]=2)=[O:12])[CH2:7][CH2:6]1.C(N([CH2:26][CH3:27])CC)C.ClCC(Cl)=[O:31]. (3) Given the product [ClH:12].[Cl:12][CH2:5][C:4]([CH3:8])([CH3:7])[CH2:3][N:2]([CH3:9])[CH3:1], predict the reactants needed to synthesize it. The reactants are: [CH3:1][N:2]([CH3:9])[CH2:3][C:4]([CH3:8])([CH3:7])[CH2:5]O.S(Cl)([Cl:12])=O. (4) Given the product [C:1]([O:5][C:6]([N:8]1[CH2:12][CH:11]([OH:13])[CH:10]2[N:25]([C:28]([O:30][CH2:31][C:32]3[CH:37]=[CH:36][CH:35]=[CH:34][CH:33]=3)=[O:29])[CH2:26][CH2:27][CH:9]12)=[O:7])([CH3:4])([CH3:2])[CH3:3], predict the reactants needed to synthesize it. The reactants are: [C:1]([O:5][C:6]([N:8]1[CH2:12][CH:11]([O:13]C(=O)C2C=CC([N+]([O-])=O)=CC=2)[CH:10]2[N:25]([C:28]([O:30][CH2:31][C:32]3[CH:37]=[CH:36][CH:35]=[CH:34][CH:33]=3)=[O:29])[CH2:26][CH2:27][CH:9]12)=[O:7])([CH3:4])([CH3:3])[CH3:2].[OH-].[Na+]. (5) Given the product [CH2:1]([O:3][C:4]([C:6]1([C:17]([OH:19])=[O:18])[CH2:9][N:8]([C:10]([O:12][C:13]([CH3:14])([CH3:16])[CH3:15])=[O:11])[CH2:7]1)=[O:5])[CH3:2], predict the reactants needed to synthesize it. The reactants are: [CH2:1]([O:3][C:4]([C:6]1([C:17]([O:19]CC)=[O:18])[CH2:9][N:8]([C:10]([O:12][C:13]([CH3:16])([CH3:15])[CH3:14])=[O:11])[CH2:7]1)=[O:5])[CH3:2].[OH-].[Na+].Cl. (6) Given the product [CH3:25][C:21]1[N:20]=[C:19]([NH:18][C:17]([C:12]2[N:13]=[C:14]([CH3:16])[S:15][C:11]=2[NH:10][C:6]2[CH:7]=[CH:8][CH:9]=[C:4]([CH2:3][OH:2])[CH:5]=2)=[O:26])[CH:24]=[CH:23][CH:22]=1, predict the reactants needed to synthesize it. The reactants are: C[O:2][C:3](=O)[C:4]1[CH:9]=[CH:8][CH:7]=[C:6]([NH:10][C:11]2[S:15][C:14]([CH3:16])=[N:13][C:12]=2[C:17](=[O:26])[NH:18][C:19]2[CH:24]=[CH:23][CH:22]=[C:21]([CH3:25])[N:20]=2)[CH:5]=1.[H-].[Al+3].[Li+].[H-].[H-].[H-]. (7) Given the product [C:19]([C:30]1[CH:31]=[C:32]2[C:36](=[C:28]([F:27])[CH:29]=1)[N:35]([C:37]([O:39][C:40]([CH3:43])([CH3:42])[CH3:41])=[O:38])[CH:34]=[CH:33]2)#[C:20][CH2:21][CH3:22], predict the reactants needed to synthesize it. The reactants are: CCCC[N+](CCCC)(CCCC)CCCC.[F-].[C:19]([Si](C)(C)C)#[C:20][CH2:21][CH3:22].[F:27][C:28]1[CH:29]=[C:30](I)[CH:31]=[C:32]2[C:36]=1[N:35]([C:37]([O:39][C:40]([CH3:43])([CH3:42])[CH3:41])=[O:38])[CH:34]=[CH:33]2. (8) Given the product [NH2:5][C:6]1[N:7]=[CH:8][C:9]([S:4][CH2:3][CH2:2][OH:1])=[N:10][CH:11]=1, predict the reactants needed to synthesize it. The reactants are: [OH:1][CH2:2][CH2:3][SH:4].[NH2:5][C:6]1[CH:11]=[N:10][C:9](Br)=[CH:8][N:7]=1. (9) Given the product [CH3:16][N:17]1[CH:21]=[C:20]([C:22]2[N:27]=[CH:26][N:25]=[C:24]([O:28][C:29]3[CH:30]=[CH:31][C:32]([NH:35][C:13]([N:3]4[CH2:4][CH2:5][N:6]([CH:7]5[CH2:12][CH2:11][O:10][CH2:9][CH2:8]5)[C:2]4=[O:1])=[O:14])=[N:33][CH:34]=3)[CH:23]=2)[CH:19]=[N:18]1, predict the reactants needed to synthesize it. The reactants are: [O:1]=[C:2]1[N:6]([CH:7]2[CH2:12][CH2:11][O:10][CH2:9][CH2:8]2)[CH2:5][CH2:4][N:3]1[C:13](Cl)=[O:14].[CH3:16][N:17]1[CH:21]=[C:20]([C:22]2[N:27]=[CH:26][N:25]=[C:24]([O:28][C:29]3[CH:30]=[CH:31][C:32]([NH2:35])=[N:33][CH:34]=3)[CH:23]=2)[CH:19]=[N:18]1.